This data is from Catalyst prediction with 721,799 reactions and 888 catalyst types from USPTO. The task is: Predict which catalyst facilitates the given reaction. Reactant: [C:1]([C:3]1[CH:8]=[CH:7][C:6]([C:9]2([O:12][CH:13]([CH3:15])[CH3:14])[CH2:11][CH2:10]2)=[CH:5][C:4]=1CC)#[CH:2].[CH2:18]([O:20][C:21](=[O:29])[C:22]1[CH:27]=[CH:26][C:25](I)=[CH:24][CH:23]=1)[CH3:19].[CH2:30](N(CC)CC)[CH3:31]. Product: [CH:13]([O:12][C:9]1([C:6]2[CH:5]=[CH:4][C:3]([C:1]#[C:2][C:25]3[CH:26]=[CH:27][C:22]([C:21]([O:20][CH2:18][CH3:19])=[O:29])=[CH:23][CH:24]=3)=[CH:8][C:7]=2[CH2:30][CH3:31])[CH2:10][CH2:11]1)([CH3:14])[CH3:15]. The catalyst class is: 724.